This data is from Reaction yield outcomes from USPTO patents with 853,638 reactions. The task is: Predict the reaction yield, written as a fraction of the theoretical maximum amount of product (1.0 means a 100% yield; for example, 0.34 means a 34% yield). (1) The reactants are Cl.[F:2][C@H:3]1[CH2:7][NH:6][C@H:5]([C:8]([NH:10][CH2:11][C:12]2[CH:17]=[C:16]([C:18]3[CH:19]=[N:20][C:21]([C:24]([F:27])([F:26])[F:25])=[CH:22][CH:23]=3)[C:15]([CH3:28])=[CH:14][N:13]=2)=[O:9])[CH2:4]1.[F:29][C:30]1[CH:35]=[CH:34][C:33]([S:36](Cl)(=[O:38])=[O:37])=[CH:32][CH:31]=1. The catalyst is ClCCl. The product is [F:2][C@H:3]1[CH2:7][N:6]([S:36]([C:33]2[CH:34]=[CH:35][C:30]([F:29])=[CH:31][CH:32]=2)(=[O:38])=[O:37])[C@H:5]([C:8]([NH:10][CH2:11][C:12]2[CH:17]=[C:16]([C:18]3[CH:19]=[N:20][C:21]([C:24]([F:27])([F:26])[F:25])=[CH:22][CH:23]=3)[C:15]([CH3:28])=[CH:14][N:13]=2)=[O:9])[CH2:4]1. The yield is 0.190. (2) The reactants are [NH2:1][C:2]1[CH:3]=[C:4]([CH:18]=[CH:19][C:20]=1[CH3:21])[C:5]([NH:7][C:8]1[CH:13]=[CH:12][N:11]=[C:10]([C:14]([F:17])([F:16])[F:15])[CH:9]=1)=[O:6].C(C(C1C=C(NC(=O)C2C=CC(C)=C(N[C:43]3[CH:44]=[C:45]4[C:50](=[CH:51][CH:52]=3)[N:49]=[CH:48][N:47]([CH3:53])[C:46]4=[O:54])C=2)C=CC=1)(C)C)#N.C1C=CC(P(C2C(C3C(P(C4C=CC=CC=4)C4C=CC=CC=4)=CC=C4C=3C=CC=C4)=C3C(C=CC=C3)=CC=2)C2C=CC=CC=2)=CC=1.CC(C)([O-])C.[Na+]. The catalyst is C1(C)C=CC=CC=1.C1C=CC(/C=C/C(/C=C/C2C=CC=CC=2)=O)=CC=1.C1C=CC(/C=C/C(/C=C/C2C=CC=CC=2)=O)=CC=1.C1C=CC(/C=C/C(/C=C/C2C=CC=CC=2)=O)=CC=1.[Pd].[Pd]. The product is [CH3:21][C:20]1[CH:19]=[CH:18][C:4]([C:5]([NH:7][C:8]2[CH:13]=[CH:12][N:11]=[C:10]([C:14]([F:17])([F:15])[F:16])[CH:9]=2)=[O:6])=[CH:3][C:2]=1[NH:1][C:43]1[CH:44]=[C:45]2[C:50](=[CH:51][CH:52]=1)[N:49]=[CH:48][N:47]([CH3:53])[C:46]2=[O:54]. The yield is 0.110. (3) The reactants are S(Cl)([Cl:3])=O.Cl.[NH2:6][CH2:7][C:8](=[O:14])[CH2:9][CH2:10][C:11]([OH:13])=[O:12]. The catalyst is CN(C)C=O. The product is [ClH:3].[NH2:6][CH2:7][C:8](=[O:14])[CH2:9][CH2:10][C:11]([O:13][CH2:7]/[CH:8]=[CH:9]\[CH2:10][CH3:11])=[O:12]. The yield is 0.680. (4) The reactants are [C:1]([C:3]1C=[CH:13][C:6]([CH2:7][N:8]2[CH:12]=[CH:11][N:10]=[CH:9]2)=[C:5]([CH3:15])[CH:4]=1)#[CH:2].[CH3:16][O:17][C:18](=[O:27])[CH2:19][C:20]1[CH:25]=[CH:24]C(I)=[CH:22][CH:21]=1.CO.[CH3:30][CH2:31]OC(C)=O. The catalyst is C(N(CC)CC)C.[Cu]I.Cl[Pd](Cl)([P](C1C=CC=CC=1)(C1C=CC=CC=1)C1C=CC=CC=1)[P](C1C=CC=CC=1)(C1C=CC=CC=1)C1C=CC=CC=1. The product is [N:8]1([C:7]2[CH:31]=[CH:30][C:4]([C:3]#[C:1][C:2]3[CH:22]=[CH:21][C:20]([CH2:19][C:18]([O:17][CH3:16])=[O:27])=[CH:25][CH:24]=3)=[C:5]([CH3:15])[C:6]=2[CH3:13])[CH:12]=[CH:11][N:10]=[CH:9]1. The yield is 0.250.